From a dataset of Full USPTO retrosynthesis dataset with 1.9M reactions from patents (1976-2016). Predict the reactants needed to synthesize the given product. (1) Given the product [CH3:20][C:21]([CH3:26])([CH3:25])[CH2:22][CH2:23][NH:24][CH2:18][C:16]1[CH:15]=[CH:14][C:3]([O:4][C:5]2[N:6]=[CH:7][C:8]([C:11]([NH2:13])=[O:12])=[N:9][CH:10]=2)=[C:2]([F:1])[CH:17]=1, predict the reactants needed to synthesize it. The reactants are: [F:1][C:2]1[CH:17]=[C:16]([CH:18]=O)[CH:15]=[CH:14][C:3]=1[O:4][C:5]1[N:6]=[CH:7][C:8]([C:11]([NH2:13])=[O:12])=[N:9][CH:10]=1.[CH3:20][C:21]([CH3:26])([CH3:25])[CH2:22][CH2:23][NH2:24].[BH4-].[Na+]. (2) Given the product [F:1][C:2]1[CH:10]=[C:9]2[C:5]([C:6](=[C:12]3[CH:16]=[C:15]([N:19]4[CH2:24][CH2:23][O:22][CH2:21][CH2:20]4)[CH2:14][O:13]3)[C:7](=[O:11])[NH:8]2)=[CH:4][CH:3]=1, predict the reactants needed to synthesize it. The reactants are: [F:1][C:2]1[CH:10]=[C:9]2[C:5]([C:6](=[C:12]3[CH:16]=[C:15](OC)[CH2:14][O:13]3)[C:7](=[O:11])[NH:8]2)=[CH:4][CH:3]=1.[NH:19]1[CH2:24][CH2:23][O:22][CH2:21][CH2:20]1.